Dataset: NCI-60 drug combinations with 297,098 pairs across 59 cell lines. Task: Regression. Given two drug SMILES strings and cell line genomic features, predict the synergy score measuring deviation from expected non-interaction effect. Drug 1: CC1=C(C(CCC1)(C)C)C=CC(=CC=CC(=CC(=O)O)C)C. Drug 2: CC1C(C(CC(O1)OC2CC(CC3=C2C(=C4C(=C3O)C(=O)C5=CC=CC=C5C4=O)O)(C(=O)C)O)N)O. Cell line: NCI-H322M. Synergy scores: CSS=47.1, Synergy_ZIP=1.71, Synergy_Bliss=4.93, Synergy_Loewe=-8.86, Synergy_HSA=3.71.